From a dataset of Peptide-MHC class I binding affinity with 185,985 pairs from IEDB/IMGT. Regression. Given a peptide amino acid sequence and an MHC pseudo amino acid sequence, predict their binding affinity value. This is MHC class I binding data. (1) The peptide sequence is YARECQEVL. The MHC is HLA-A03:01 with pseudo-sequence HLA-A03:01. The binding affinity (normalized) is 0.0847. (2) The peptide sequence is VIQLNRKSY. The MHC is HLA-B15:01 with pseudo-sequence HLA-B15:01. The binding affinity (normalized) is 0.570. (3) The binding affinity (normalized) is 0.828. The MHC is HLA-A11:01 with pseudo-sequence HLA-A11:01. The peptide sequence is ITFLRPVLK. (4) The binding affinity (normalized) is 0. The peptide sequence is ERYFRINSL. The MHC is HLA-B54:01 with pseudo-sequence HLA-B54:01.